From a dataset of Peptide-MHC class II binding affinity with 134,281 pairs from IEDB. Regression. Given a peptide amino acid sequence and an MHC pseudo amino acid sequence, predict their binding affinity value. This is MHC class II binding data. (1) The peptide sequence is PQCRLTPLSRLPFGMAPGPGPQPG. The MHC is DRB5_0101 with pseudo-sequence DRB5_0101. The binding affinity (normalized) is 0.442. (2) The peptide sequence is YAIGGSSNPTILSEG. The MHC is DRB5_0101 with pseudo-sequence DRB5_0101. The binding affinity (normalized) is 0.0401. (3) The peptide sequence is GDGFIDFNEFISFCN. The MHC is HLA-DQA10501-DQB10201 with pseudo-sequence HLA-DQA10501-DQB10201. The binding affinity (normalized) is 0.522. (4) The peptide sequence is GELQIEDKIDAAFKI. The MHC is DRB4_0101 with pseudo-sequence DRB4_0103. The binding affinity (normalized) is 0.658.